This data is from Peptide-MHC class I binding affinity with 185,985 pairs from IEDB/IMGT. The task is: Regression. Given a peptide amino acid sequence and an MHC pseudo amino acid sequence, predict their binding affinity value. This is MHC class I binding data. (1) The peptide sequence is RLRPGGKKK. The MHC is HLA-A24:02 with pseudo-sequence HLA-A24:02. The binding affinity (normalized) is 0. (2) The peptide sequence is TPANQAISM. The MHC is HLA-B07:02 with pseudo-sequence HLA-B07:02. The binding affinity (normalized) is 0.648. (3) The peptide sequence is QALSPRTLNAW. The MHC is HLA-A68:02 with pseudo-sequence HLA-A68:02. The binding affinity (normalized) is 0. (4) The peptide sequence is MVRVLTVIKEY. The MHC is HLA-A24:02 with pseudo-sequence HLA-A24:02. The binding affinity (normalized) is 0.0847. (5) The MHC is HLA-B54:01 with pseudo-sequence HLA-B54:01. The peptide sequence is LPQIGGEAIF. The binding affinity (normalized) is 0.385. (6) The peptide sequence is RELYYRLKF. The MHC is HLA-A01:01 with pseudo-sequence HLA-A01:01. The binding affinity (normalized) is 0.0847. (7) The peptide sequence is RYFSVTRPL. The MHC is HLA-A11:01 with pseudo-sequence HLA-A11:01. The binding affinity (normalized) is 0.0847.